From a dataset of Full USPTO retrosynthesis dataset with 1.9M reactions from patents (1976-2016). Predict the reactants needed to synthesize the given product. (1) Given the product [CH3:15][O:14][C:12]([C:11]1[CH:16]=[C:7]([C:39]#[C:40][CH:41]([CH3:36])[CH2:43][OH:47])[CH:8]=[C:9]([C:17]([O:19][CH3:20])=[O:18])[CH:10]=1)=[O:13], predict the reactants needed to synthesize it. The reactants are: FC(F)(F)S(O[C:7]1[CH:8]=[C:9]([C:17]([O:19][CH3:20])=[O:18])[CH:10]=[C:11]([CH:16]=1)[C:12]([O:14][CH3:15])=[O:13])(=O)=O.[C:40]1(P([C:36]2[CH:41]=[CH:40][CH:39]=CC=2)[C:40]2[CH:39]=CC=[CH:36][CH:41]=2)[CH:39]=CC=[CH:36][CH:41]=1.C[C:43]([OH:47])(C)C#C.C(N(CC)CC)C. (2) Given the product [Cl:14][CH2:13][CH2:12][S:1][C:2]1[CH:10]=[CH:9][C:5]([C:6]([OH:8])=[O:7])=[CH:4][CH:3]=1, predict the reactants needed to synthesize it. The reactants are: [SH:1][C:2]1[CH:10]=[CH:9][C:5]([C:6]([OH:8])=[O:7])=[CH:4][CH:3]=1.Br[CH2:12][CH2:13][Cl:14].C(=O)([O-])[O-].[K+].[K+]. (3) Given the product [OH:24][B:14]1[C:13]2[CH:12]=[C:11]([O:25][C:26]3[CH:31]=[N:30][CH:29]=[CH:28][N:27]=3)[CH:10]=[C:9]([OH:8])[C:17]=2[CH:16]([CH2:18][C:19]([O:21][CH2:22][CH3:23])=[O:20])[O:15]1, predict the reactants needed to synthesize it. The reactants are: C([O:8][C:9]1[C:17]2[CH:16]([CH2:18][C:19]([O:21][CH2:22][CH3:23])=[O:20])[O:15][B:14]([OH:24])[C:13]=2[CH:12]=[C:11]([O:25][C:26]2[CH:31]=[N:30][CH:29]=[CH:28][N:27]=2)[CH:10]=1)C1C=CC=CC=1. (4) The reactants are: [CH:1]([C@H:4]1[CH2:8][O:7][C:6](=[O:9])[N:5]1[C:10]1[CH:15]=[CH:14][N:13]=[C:12]([N:16]([C@H:24]([C:26]2[CH:31]=[CH:30][C:29]([C:32]3[CH:33]=[N:34][N:35]([CH3:37])[CH:36]=3)=[CH:28][CH:27]=2)[CH3:25])C(=O)OC(C)(C)C)[N:11]=1)([CH3:3])[CH3:2].C(O)(C(F)(F)F)=O. Given the product [CH:1]([C@H:4]1[CH2:8][O:7][C:6](=[O:9])[N:5]1[C:10]1[CH:15]=[CH:14][N:13]=[C:12]([NH:16][C@H:24]([C:26]2[CH:31]=[CH:30][C:29]([C:32]3[CH:33]=[N:34][N:35]([CH3:37])[CH:36]=3)=[CH:28][CH:27]=2)[CH3:25])[N:11]=1)([CH3:2])[CH3:3], predict the reactants needed to synthesize it. (5) Given the product [CH2:16]([O:18][C:19]1[C:28]2[C:23](=[CH:24][CH:25]=[CH:26][CH:27]=2)[C:22]([C:2]2[C:15]3[C:10]([CH:9]=[C:8]4[C:3]=2[CH:4]=[CH:5][CH:6]=[CH:7]4)=[CH:11][CH:12]=[CH:13][CH:14]=3)=[CH:21][CH:20]=1)[CH3:17], predict the reactants needed to synthesize it. The reactants are: Br[C:2]1[C:3]2[C:8]([CH:9]=[C:10]3[C:15]=1[CH:14]=[CH:13][CH:12]=[CH:11]3)=[CH:7][CH:6]=[CH:5][CH:4]=2.[CH2:16]([O:18][C:19]1[C:28]2[C:23](=[CH:24][CH:25]=[CH:26][CH:27]=2)[C:22](B(O)O)=[CH:21][CH:20]=1)[CH3:17].P([O-])([O-])([O-])=O.[K+].[K+].[K+].C1(C(=CC(=CC=1)C)C)C. (6) Given the product [CH3:1][O:2][C:3]([C@@H:5]1[CH2:10][NH:9][C@H:8]([C:11]([OH:13])=[O:12])[CH2:7][CH2:6]1)=[O:4], predict the reactants needed to synthesize it. The reactants are: [CH3:1][O:2][C:3]([C:5]1[CH:6]=[CH:7][C:8]([C:11]([OH:13])=[O:12])=[N:9][CH:10]=1)=[O:4]. (7) Given the product [OH:27][C@H:24]1[CH2:25][N:26]([C:12]([C:11]2[CH:10]=[CH:9][S:8][C:7]=2[C:2]2[N:1]=[CH:6][CH:5]=[CH:4][N:3]=2)=[O:14])[C@H:21]([CH3:20])[CH2:22][CH2:23]1, predict the reactants needed to synthesize it. The reactants are: [N:1]1[CH:6]=[CH:5][CH:4]=[N:3][C:2]=1[C:7]1[S:8][CH:9]=[CH:10][C:11]=1[C:12]([OH:14])=O.O=S(Cl)Cl.Cl.[CH3:20][C@H:21]1[NH:26][CH2:25][C@H:24]([OH:27])[CH2:23][CH2:22]1.C(N(CC)CC)C.